Dataset: M1 muscarinic receptor antagonist screen with 61,756 compounds. Task: Binary Classification. Given a drug SMILES string, predict its activity (active/inactive) in a high-throughput screening assay against a specified biological target. The compound is O(c1ccc(NC2=NC3(N=C(N2)N)CCCCC3)cc1)C. The result is 0 (inactive).